Task: Regression. Given a peptide amino acid sequence and an MHC pseudo amino acid sequence, predict their binding affinity value. This is MHC class I binding data.. Dataset: Peptide-MHC class I binding affinity with 185,985 pairs from IEDB/IMGT (1) The peptide sequence is LMIERFVSL. The binding affinity (normalized) is 1.00. The MHC is HLA-A02:03 with pseudo-sequence HLA-A02:03. (2) The peptide sequence is KTTIKFHPW. The MHC is HLA-A30:01 with pseudo-sequence HLA-A30:01. The binding affinity (normalized) is 0.0847. (3) The peptide sequence is RDYVDRFYKTL. The MHC is HLA-A30:02 with pseudo-sequence HLA-A30:02. The binding affinity (normalized) is 0. (4) The peptide sequence is SLVSKHWELT. The MHC is HLA-A02:02 with pseudo-sequence HLA-A02:02. The binding affinity (normalized) is 0.444. (5) The peptide sequence is YGPDVEVNV. The MHC is HLA-A02:12 with pseudo-sequence HLA-A02:12. The binding affinity (normalized) is 0.0847. (6) The peptide sequence is RTDPVIDNI. The MHC is HLA-B08:01 with pseudo-sequence HLA-B08:01. The binding affinity (normalized) is 0.0847. (7) The peptide sequence is YLFQWNDNV. The MHC is HLA-B15:01 with pseudo-sequence HLA-B15:01. The binding affinity (normalized) is 0.312.